This data is from Full USPTO retrosynthesis dataset with 1.9M reactions from patents (1976-2016). The task is: Predict the reactants needed to synthesize the given product. (1) Given the product [NH:3]1[CH2:8][CH2:7][NH:6][CH2:5][CH:4]1[C:9]([O:11][CH3:12])=[O:10], predict the reactants needed to synthesize it. The reactants are: Cl.Cl.[NH:3]1[CH2:8][CH2:7][NH:6][CH2:5][CH:4]1[C:9]([OH:11])=[O:10].[C:12](=O)(O)[O-].[Na+].C[Si](C=[N+]=[N-])(C)C. (2) Given the product [Br:8][C:5]1[CH:6]=[CH:7][C:2]([C@@H:17]([C:16]2[CH:25]=[CH:26][C:27]([F:29])=[CH:28][C:15]=2[F:14])[NH:18][S@:19]([C:21]([CH3:24])([CH3:23])[CH3:22])=[O:20])=[CH:3][CH:4]=1, predict the reactants needed to synthesize it. The reactants are: Br[C:2]1[CH:7]=[CH:6][C:5]([Br:8])=[CH:4][CH:3]=1.[Li]CCCC.[F:14][C:15]1[CH:28]=[C:27]([F:29])[CH:26]=[CH:25][C:16]=1/[CH:17]=[N:18]/[S@:19]([C:21]([CH3:24])([CH3:23])[CH3:22])=[O:20]. (3) Given the product [CH2:1]([O:8][CH2:9][CH:10]([OH:11])[CH2:14][OH:13])[C:2]1[CH:7]=[CH:6][CH:5]=[CH:4][CH:3]=1, predict the reactants needed to synthesize it. The reactants are: [CH2:1]([O:8][CH2:9][CH:10]1[CH2:14][O:13]C(C)(C)[O:11]1)[C:2]1[CH:7]=[CH:6][CH:5]=[CH:4][CH:3]=1.P(=O)(O)(O)O.[OH-].[Na+]. (4) Given the product [CH3:1][C:2]1[CH:6]=[C:5]([C:7]2[CH:8]=[C:9]([CH:16]=[O:17])[C:10]3[N:11]([N:13]=[CH:14][N:15]=3)[CH:12]=2)[NH:4][N:3]=1, predict the reactants needed to synthesize it. The reactants are: [CH3:1][C:2]1[CH:6]=[C:5]([C:7]2[CH:8]=[C:9]([CH2:16][OH:17])[C:10]3[N:11]([N:13]=[CH:14][N:15]=3)[CH:12]=2)[NH:4][N:3]=1.CC(OI1(OC(C)=O)(OC(C)=O)OC(=O)C2C=CC=CC1=2)=O.